Dataset: Full USPTO retrosynthesis dataset with 1.9M reactions from patents (1976-2016). Task: Predict the reactants needed to synthesize the given product. (1) The reactants are: [C-:1]#[N:2].[K+].CS(O[CH2:9][C:10]1[CH:19]=[C:18]2[C:13]([CH2:14][CH2:15][N:16]([S:20]([C:23]3[C:28]([CH3:29])=[CH:27][C:26]([O:30][CH3:31])=[CH:25][C:24]=3[CH3:32])(=[O:22])=[O:21])[CH2:17]2)=[CH:12][CH:11]=1)(=O)=O. Given the product [CH3:31][O:30][C:26]1[CH:25]=[C:24]([CH3:32])[C:23]([S:20]([N:16]2[CH2:15][CH2:14][C:13]3[C:18](=[CH:19][C:10]([CH2:9][C:1]#[N:2])=[CH:11][CH:12]=3)[CH2:17]2)(=[O:22])=[O:21])=[C:28]([CH3:29])[CH:27]=1, predict the reactants needed to synthesize it. (2) Given the product [CH3:16][CH:15]([CH3:17])[CH2:14][C@H:18]([CH2:22][C:21](=[O:23])[N:11]1[CH:12]=[CH:13][C:9]([C:3]2[CH:4]=[CH:5][CH:6]=[CH:7][CH:8]=2)=[CH:10]1)[C:19]([OH:24])=[O:20], predict the reactants needed to synthesize it. The reactants are: [H-].[Na+].[C:3]1([C:9]2[CH:13]=[CH:12][NH:11][CH:10]=2)[CH:8]=[CH:7][CH:6]=[CH:5][CH:4]=1.[CH2:14]([C@@H:18]1[CH2:22][C:21](=[O:23])[O:20][C:19]1=[O:24])[CH:15]([CH3:17])[CH3:16]. (3) Given the product [NH2:2][C:3]1[CH:8]=[CH:7][C:6]([CH:9]2[CH2:13][CH2:12][CH2:11][N:10]2[C:14]([O:16][C:17]([CH3:19])([CH3:18])[CH3:20])=[O:15])=[C:5]([F:21])[CH:4]=1, predict the reactants needed to synthesize it. The reactants are: O.[NH2:2][C:3]1[CH:8]=[CH:7][C:6]([C:9]2[N:10]([C:14]([O:16][C:17]([CH3:20])([CH3:19])[CH3:18])=[O:15])[CH:11]=[CH:12][CH:13]=2)=[C:5]([F:21])[CH:4]=1.[H][H]. (4) Given the product [C:12]([O:15][CH2:2][CH2:3][C:4](=[O:5])[C:6]1[CH:11]=[CH:10][CH:9]=[CH:8][CH:7]=1)(=[O:14])[CH3:13], predict the reactants needed to synthesize it. The reactants are: Cl[CH2:2][CH2:3][C:4]([C:6]1[CH:11]=[CH:10][CH:9]=[CH:8][CH:7]=1)=[O:5].[C:12]([O-:15])(=[O:14])[CH3:13].[Na+].[I-].[K+].